From a dataset of Full USPTO retrosynthesis dataset with 1.9M reactions from patents (1976-2016). Predict the reactants needed to synthesize the given product. (1) Given the product [F:32][C:33]1[CH:38]=[C:37]([C:39]2[CH:44]=[CH:43][C:42]([F:45])=[CH:41][N:40]=2)[CH:36]=[CH:35][C:34]=1[O:46][CH2:48][C@H:49]1[CH2:54][CH2:53][O:52][CH2:51][C@@H:50]1[NH:55][C:56](=[O:62])[O:57][C:58]([CH3:61])([CH3:60])[CH3:59], predict the reactants needed to synthesize it. The reactants are: P(CCCC)(CCCC)CCCC.C1CCN(C(N=NC(N2CCCCC2)=O)=O)CC1.[F:32][C:33]1[CH:38]=[C:37]([C:39]2[CH:44]=[CH:43][C:42]([F:45])=[CH:41][N:40]=2)[CH:36]=[CH:35][C:34]=1[OH:46].O[CH2:48][C@H:49]1[CH2:54][CH2:53][O:52][CH2:51][C@@H:50]1[NH:55][C:56](=[O:62])[O:57][C:58]([CH3:61])([CH3:60])[CH3:59].[OH-].[Na+]. (2) Given the product [NH2:1][C:4]1[CH:5]=[CH:6][C:7]([C:10]2[NH:31][C:13]3[CH:14]=[N:15][C:16]([NH:18][C:19]([C:21]45[CH2:22][CH:23]6[CH2:29][CH:27]([CH2:26][CH:25]([CH2:24]6)[CH2:30]4)[CH2:28]5)=[O:20])=[CH:17][C:12]=3[N:11]=2)=[CH:8][CH:9]=1, predict the reactants needed to synthesize it. The reactants are: [N+:1]([C:4]1[CH:9]=[CH:8][C:7]([C:10]2[NH:31][C:13]3[CH:14]=[N:15][C:16]([NH:18][C:19]([C:21]45[CH2:30][CH:25]6[CH2:26][CH:27]([CH2:29][CH:23]([CH2:24]6)[CH2:22]4)[CH2:28]5)=[O:20])=[CH:17][C:12]=3[N:11]=2)=[CH:6][CH:5]=1)([O-])=O.